From a dataset of Full USPTO retrosynthesis dataset with 1.9M reactions from patents (1976-2016). Predict the reactants needed to synthesize the given product. (1) Given the product [CH3:30][C:24]1([C:22]([C:21]2[C:15]3[C:16](=[N:17][CH:18]=[C:13]([C:3]4[S:7][C:6]([C:8]([OH:10])=[O:9])=[CH:5][CH:4]=4)[N:14]=3)[N:19]([CH2:31][O:32][CH2:33][CH2:34][Si:35]([CH3:36])([CH3:38])[CH3:37])[CH:20]=2)=[O:23])[CH2:25][CH2:26][CH2:27][CH2:28][CH2:29]1, predict the reactants needed to synthesize it. The reactants are: OB(O)[C:3]1[S:7][C:6]([C:8]([OH:10])=[O:9])=[CH:5][CH:4]=1.Br[C:13]1[N:14]=[C:15]2[C:21]([C:22]([C:24]3([CH3:30])[CH2:29][CH2:28][CH2:27][CH2:26][CH2:25]3)=[O:23])=[CH:20][N:19]([CH2:31][O:32][CH2:33][CH2:34][Si:35]([CH3:38])([CH3:37])[CH3:36])[C:16]2=[N:17][CH:18]=1.C(=O)([O-])[O-].[K+].[K+]. (2) Given the product [NH2:3][C:4]1[C:9]([C:10]([F:11])([F:13])[F:12])=[CH:8][C:7]([CH2:14][C@@H:15]([O:36][C:37]([N:39]2[CH2:40][CH2:41][CH:42]([N:45]3[CH2:51][CH2:50][C:49]4[CH:52]=[CH:53][CH:54]=[CH:55][C:48]=4[NH:47][C:46]3=[O:56])[CH2:43][CH2:44]2)=[O:38])[C:16]([N:18]2[CH2:19][CH2:20][CH:21]([N:24]3[CH2:29][CH2:28][N:27]([CH3:30])[CH2:26][C@H:25]3[C:31]([OH:33])=[O:32])[CH2:22][CH2:23]2)=[O:17])=[CH:6][C:5]=1[Cl:57], predict the reactants needed to synthesize it. The reactants are: [Li+].[OH-].[NH2:3][C:4]1[C:9]([C:10]([F:13])([F:12])[F:11])=[CH:8][C:7]([CH2:14][C@@H:15]([O:36][C:37]([N:39]2[CH2:44][CH2:43][CH:42]([N:45]3[CH2:51][CH2:50][C:49]4[CH:52]=[CH:53][CH:54]=[CH:55][C:48]=4[NH:47][C:46]3=[O:56])[CH2:41][CH2:40]2)=[O:38])[C:16]([N:18]2[CH2:23][CH2:22][CH:21]([N:24]3[CH2:29][CH2:28][N:27]([CH3:30])[CH2:26][C@H:25]3[C:31]([O:33]CC)=[O:32])[CH2:20][CH2:19]2)=[O:17])=[CH:6][C:5]=1[Cl:57]. (3) Given the product [C:23]([O:1][CH:2]([C:8]1[C:12]2[CH:13]=[CH:14][CH:15]=[CH:16][C:11]=2[S:10][C:9]=1[C:17]1[CH:22]=[CH:21][CH:20]=[CH:19][CH:18]=1)[C:3]([O:5][CH2:6][CH3:7])=[O:4])([CH3:26])([CH3:25])[CH3:24], predict the reactants needed to synthesize it. The reactants are: [OH:1][CH:2]([C:8]1[C:12]2[CH:13]=[CH:14][CH:15]=[CH:16][C:11]=2[S:10][C:9]=1[C:17]1[CH:22]=[CH:21][CH:20]=[CH:19][CH:18]=1)[C:3]([O:5][CH2:6][CH3:7])=[O:4].[C:23](Br)([CH3:26])([CH3:25])[CH3:24]. (4) Given the product [CH2:17]([S:19]([C:22]1[CH:40]=[CH:39][C:25]([O:26][CH:27]2[CH2:31][CH2:30][N:29]([CH:32]3[CH2:33][CH2:34][N:35]([C:1]4[S:2][N:10]=[C:43]([CH3:42])[N:44]=4)[CH2:36][CH2:37]3)[C:28]2=[O:38])=[C:24]([F:41])[CH:23]=1)(=[O:20])=[O:21])[CH3:18], predict the reactants needed to synthesize it. The reactants are: [CH3:1][S:2](ON=C(Cl)C)(=O)=O.[N:10]1C=CC=CC=1.Cl.[CH2:17]([S:19]([C:22]1[CH:40]=[CH:39][C:25]([O:26][CH:27]2[CH2:31][CH2:30][N:29]([CH:32]3[CH2:37][CH2:36][NH:35][CH2:34][CH2:33]3)[C:28]2=[O:38])=[C:24]([F:41])[CH:23]=1)(=[O:21])=[O:20])[CH3:18].[CH3:42][C:43]#[N:44]. (5) Given the product [CH2:31]([C:26]1[CH:27]=[C:28]([CH2:29][CH3:30])[N:23]2[N:22]=[C:21]([O:11][CH2:10][CH2:9][N:8]([C:5]3[CH:4]=[CH:3][C:2]([F:1])=[CH:7][CH:6]=3)[CH2:12][CH2:13][OH:14])[N:33]=[C:24]2[N:25]=1)[CH3:32], predict the reactants needed to synthesize it. The reactants are: [F:1][C:2]1[CH:7]=[CH:6][C:5]([N:8]([CH2:12][CH2:13][OH:14])[CH2:9][CH2:10][OH:11])=[CH:4][CH:3]=1.[H-].[Na+].CS([C:21]1[N:33]=[C:24]2[N:25]=[C:26]([CH2:31][CH3:32])[CH:27]=[C:28]([CH2:29][CH3:30])[N:23]2[N:22]=1)(=O)=O. (6) Given the product [CH3:32][O:31][C:20]1[CH:21]=[C:22]([N:25]2[CH2:30][CH2:29][O:28][CH2:27][CH2:26]2)[CH:23]=[CH:24][C:19]=1[NH:18][C:15]1[N:14]=[CH:13][C:12]2[C:17](=[C:8]([C:4]3[CH:3]=[C:2]([NH:1][C:42](=[O:45])[CH:43]=[CH2:44])[CH:7]=[CH:6][CH:5]=3)[CH:9]=[CH:10][CH:11]=2)[N:16]=1, predict the reactants needed to synthesize it. The reactants are: [NH2:1][C:2]1[CH:3]=[C:4]([C:8]2[CH:9]=[CH:10][CH:11]=[C:12]3[C:17]=2[N:16]=[C:15]([NH:18][C:19]2[CH:24]=[CH:23][C:22]([N:25]4[CH2:30][CH2:29][O:28][CH2:27][CH2:26]4)=[CH:21][C:20]=2[O:31][CH3:32])[N:14]=[CH:13]3)[CH:5]=[CH:6][CH:7]=1.CCN(C(C)C)C(C)C.[C:42](Cl)(=[O:45])[CH:43]=[CH2:44]. (7) Given the product [F:1][C:2]1[CH:7]=[C:6]([F:8])[CH:5]=[CH:4][C:3]=1[C:9]1[CH:14]=[C:13]([N:15]2[C:19]3[CH:20]=[CH:21][C:22]([C:24]4[CH:25]=[N:26][N:27]([CH3:29])[CH:28]=4)=[CH:23][C:18]=3[N:17]=[CH:16]2)[CH:12]=[C:11]([NH:30][C:31](=[O:38])[CH2:32][C:33]([OH:35])=[O:34])[CH:10]=1, predict the reactants needed to synthesize it. The reactants are: [F:1][C:2]1[CH:7]=[C:6]([F:8])[CH:5]=[CH:4][C:3]=1[C:9]1[CH:14]=[C:13]([N:15]2[C:19]3[CH:20]=[CH:21][C:22]([C:24]4[CH:25]=[N:26][N:27]([CH3:29])[CH:28]=4)=[CH:23][C:18]=3[N:17]=[CH:16]2)[CH:12]=[C:11]([NH:30][C:31](=[O:38])[CH2:32][C:33]([O:35]CC)=[O:34])[CH:10]=1.[OH-].[Li+]. (8) Given the product [F:1][C:2]1[CH:3]=[CH:4][C:5]([C:6]([NH:7][CH2:8][C:9](=[O:11])[NH:28][CH:21]([C:15]2[CH:20]=[CH:19][CH:18]=[CH:17][CH:16]=2)[C:22]2[N:23]=[N:24][CH:25]=[CH:26][CH:27]=2)=[O:12])=[CH:13][CH:14]=1, predict the reactants needed to synthesize it. The reactants are: [F:1][C:2]1[CH:14]=[CH:13][C:5]([C:6](=[O:12])[NH:7][CH2:8][C:9]([OH:11])=O)=[CH:4][CH:3]=1.[C:15]1([CH:21]([NH2:28])[C:22]2[N:23]=[N:24][CH:25]=[CH:26][CH:27]=2)[CH:20]=[CH:19][CH:18]=[CH:17][CH:16]=1. (9) Given the product [F:13][C:6]1[CH:5]=[C:4]([C:2](=[O:3])[CH2:1][C:14](=[O:19])[C:15]([O:17][CH3:18])=[O:16])[CH:9]=[C:8]([F:10])[C:7]=1[O:11][CH3:12], predict the reactants needed to synthesize it. The reactants are: [CH3:1][C:2]([C:4]1[CH:9]=[C:8]([F:10])[C:7]([O:11][CH3:12])=[C:6]([F:13])[CH:5]=1)=[O:3].[C:14](OC)(=[O:19])[C:15]([O:17][CH3:18])=[O:16].C[O-].[Na+].